Regression. Given two drug SMILES strings and cell line genomic features, predict the synergy score measuring deviation from expected non-interaction effect. From a dataset of NCI-60 drug combinations with 297,098 pairs across 59 cell lines. (1) Drug 1: C1CCC(C1)C(CC#N)N2C=C(C=N2)C3=C4C=CNC4=NC=N3. Drug 2: CN(CCCl)CCCl.Cl. Cell line: SK-OV-3. Synergy scores: CSS=-0.651, Synergy_ZIP=-0.521, Synergy_Bliss=-1.30, Synergy_Loewe=-3.17, Synergy_HSA=-2.41. (2) Drug 1: CC1=C(C=C(C=C1)NC2=NC=CC(=N2)N(C)C3=CC4=NN(C(=C4C=C3)C)C)S(=O)(=O)N.Cl. Drug 2: CCC1(C2=C(COC1=O)C(=O)N3CC4=CC5=C(C=CC(=C5CN(C)C)O)N=C4C3=C2)O.Cl. Cell line: BT-549. Synergy scores: CSS=9.76, Synergy_ZIP=-3.08, Synergy_Bliss=2.40, Synergy_Loewe=-27.4, Synergy_HSA=0.110. (3) Drug 1: CCC(=C(C1=CC=CC=C1)C2=CC=C(C=C2)OCCN(C)C)C3=CC=CC=C3.C(C(=O)O)C(CC(=O)O)(C(=O)O)O. Drug 2: C1C(C(OC1N2C=NC3=C2NC=NCC3O)CO)O. Cell line: NCI-H226. Synergy scores: CSS=0.297, Synergy_ZIP=-1.87, Synergy_Bliss=-3.51, Synergy_Loewe=-4.19, Synergy_HSA=-4.13.